The task is: Predict the reaction yield, written as a fraction of the theoretical maximum amount of product (1.0 means a 100% yield; for example, 0.34 means a 34% yield).. This data is from Reaction yield outcomes from USPTO patents with 853,638 reactions. (1) The reactants are [CH3:1][O:2][C:3]1[CH:8]=[CH:7][C:6]([NH:9][C:10]2[CH2:15][C:14]([C:16]([O:18]C)=[O:17])=[C:13]([NH:20][C:21]3[CH:26]=[CH:25][C:24]([O:27][CH3:28])=[CH:23][CH:22]=3)[CH2:12][C:11]=2[C:29]([O:31]C)=[O:30])=[CH:5][CH:4]=1.[Na].[N+](C1C=C(S(O)(=O)=O)C=CC=1)([O-])=O.[OH-].[Na+].Cl. The catalyst is O.C(O)C. The product is [CH3:28][O:27][C:24]1[CH:25]=[CH:26][C:21]([NH:20][C:13]2[CH:12]=[C:11]([C:29]([OH:31])=[O:30])[C:10]([NH:9][C:6]3[CH:5]=[CH:4][C:3]([O:2][CH3:1])=[CH:8][CH:7]=3)=[CH:15][C:14]=2[C:16]([OH:18])=[O:17])=[CH:22][CH:23]=1. The yield is 0.980. (2) The reactants are [Cl-:1].O[NH3+:3].[C:4](=[O:7])([O-])[OH:5].[Na+].CS(C)=O.[CH3:13][N:14]1[C:18]2[CH:19]=[CH:20][CH:21]=[CH:22][C:17]=2[N:16]=[C:15]1[CH2:23][N:24]1[C:29](=[O:30])[C:28]([CH2:31][C:32]2[CH:37]=[CH:36][C:35]([C:38]3[C:39]([C:44]#[N:45])=[CH:40][CH:41]=[CH:42][CH:43]=3)=[CH:34][CH:33]=2)=[C:27]([CH2:46][CH2:47][CH3:48])[N:26]2[N:49]=[CH:50][N:51]=[C:25]12. The catalyst is C(OCC)(=O)C. The product is [ClH:1].[CH3:13][N:14]1[C:18]2[CH:19]=[CH:20][CH:21]=[CH:22][C:17]=2[N:16]=[C:15]1[CH2:23][N:24]1[C:29](=[O:30])[C:28]([CH2:31][C:32]2[CH:33]=[CH:34][C:35]([C:38]3[CH:43]=[CH:42][CH:41]=[CH:40][C:39]=3[C:44]3[NH:3][C:4](=[O:7])[O:5][N:45]=3)=[CH:36][CH:37]=2)=[C:27]([CH2:46][CH2:47][CH3:48])[N:26]2[N:49]=[CH:50][N:51]=[C:25]12. The yield is 0.390. (3) The reactants are [Cl:1][C:2]1[C:3]([O:12][C:13]2[CH:18]=[C:17]([O:19][CH2:20][CH2:21][CH2:22][O:23][CH3:24])[CH:16]=[CH:15][C:14]=2/[CH:25]=[C:26](\[O:31][CH3:32])/[C:27]([O:29]C)=[O:28])=[N:4][CH:5]=[C:6]([C:8]([F:11])([F:10])[F:9])[CH:7]=1.[OH-].[Na+]. The catalyst is O1CCCC1.CO. The product is [Cl:1][C:2]1[C:3]([O:12][C:13]2[CH:18]=[C:17]([O:19][CH2:20][CH2:21][CH2:22][O:23][CH3:24])[CH:16]=[CH:15][C:14]=2/[CH:25]=[C:26](\[O:31][CH3:32])/[C:27]([OH:29])=[O:28])=[N:4][CH:5]=[C:6]([C:8]([F:9])([F:11])[F:10])[CH:7]=1. The yield is 0.560. (4) The reactants are CC(S[CH:7](S(C)=O)[CH3:8])S(C)=O.[OH-:12].C([N+](C)(C)C)C1C=CC=CC=1.[CH3:24][OH:25].C([C:28]1[CH:33]=[CH:32][CH:31]=[CH:30][C:29]=1[N:34]1[CH2:39][CH2:38][CH2:37][CH:36]([CH2:40][NH:41][C:42]([C:44]2[S:48][C:47]([C:49]3[CH:54]=[CH:53][C:52]([Cl:55])=[CH:51][CH:50]=3)=[N:46][C:45]=2[CH3:56])=[O:43])[CH2:35]1)=O.O. The catalyst is O1CCCC1. The product is [Cl:55][C:52]1[CH:53]=[CH:54][C:49]([C:47]2[S:48][C:44]([C:42]([NH:41][CH2:40][CH:36]3[CH2:37][CH2:38][CH2:39][N:34]([C:29]4[CH:30]=[CH:31][CH:32]=[CH:33][C:28]=4[CH2:8][C:7]([O:25][CH3:24])=[O:12])[CH2:35]3)=[O:43])=[C:45]([CH3:56])[N:46]=2)=[CH:50][CH:51]=1. The yield is 0.330.